From a dataset of Reaction yield outcomes from USPTO patents with 853,638 reactions. Predict the reaction yield, written as a fraction of the theoretical maximum amount of product (1.0 means a 100% yield; for example, 0.34 means a 34% yield). The reactants are [I:1][C:2]1[CH:7]=[CH:6][NH:5][C:4](=[O:8])[C:3]=1[CH:9]=[O:10].[F:11][C:12]1[CH:17]=[CH:16][C:15](B(O)O)=[CH:14][CH:13]=1.C(O)(=O)CCCCCCCCCCCCC.N1C(C)=CC=CC=1C. The catalyst is C1(C)C=CC=CC=1.C([O-])(=O)C.[Cu+2].C([O-])(=O)C. The product is [F:11][C:12]1[CH:17]=[CH:16][C:15]([N:5]2[CH:6]=[CH:7][C:2]([I:1])=[C:3]([CH:9]=[O:10])[C:4]2=[O:8])=[CH:14][CH:13]=1. The yield is 0.420.